From a dataset of Full USPTO retrosynthesis dataset with 1.9M reactions from patents (1976-2016). Predict the reactants needed to synthesize the given product. (1) The reactants are: [F:1][C:2]1[CH:3]=[C:4]([NH:13][C:14]([C@H:16]2[C:25]3[C:20](=[CH:21][C:22]([O:26][CH3:27])=[CH:23][CH:24]=3)[CH2:19][CH2:18][N:17]2[C:28]([CH:30]2[CH2:33][CH:32]([CH2:34][C:35]([O:37]C(C)(C)C)=[O:36])[CH2:31]2)=[O:29])=[O:15])[CH:5]=[C:6]([F:12])[C:7]=1[Si:8]([CH3:11])([CH3:10])[CH3:9].C(=O)([O-])O.[Na+]. Given the product [F:1][C:2]1[CH:3]=[C:4]([NH:13][C:14]([C@H:16]2[C:25]3[C:20](=[CH:21][C:22]([O:26][CH3:27])=[CH:23][CH:24]=3)[CH2:19][CH2:18][N:17]2[C:28]([CH:30]2[CH2:33][CH:32]([CH2:34][C:35]([OH:37])=[O:36])[CH2:31]2)=[O:29])=[O:15])[CH:5]=[C:6]([F:12])[C:7]=1[Si:8]([CH3:10])([CH3:11])[CH3:9], predict the reactants needed to synthesize it. (2) Given the product [OH:17][C:13]1[C:14](=[O:16])[C:15]2[C:5]3[CH:4]=[CH:3][C:2]([CH3:18])([CH3:1])[O:7][C:6]=3[CH:8]=[CH:9][C:10]=2[C:11](=[O:22])[CH:12]=1, predict the reactants needed to synthesize it. The reactants are: [CH3:1][C:2]1([CH3:18])[O:7][C:6]2[CH:8]=[CH:9][C:10]3[CH:11]=[CH:12][C:13](=[O:17])[C:14](=[O:16])[C:15]=3[C:5]=2[CH:4]=[CH:3]1.CC(C)([O-:22])C.[K+].O=O.Cl. (3) Given the product [Cl:1][C:2]1[CH:7]=[CH:6][C:5]([NH:8][C:9]([CH:11]2[CH2:16][C:15](=[O:17])[CH2:14][NH:13][CH2:12]2)=[O:10])=[CH:4][CH:3]=1, predict the reactants needed to synthesize it. The reactants are: [Cl:1][C:2]1[CH:7]=[CH:6][C:5]([NH:8][C:9]([CH:11]2[CH2:16][C:15](=[O:17])[CH2:14][N:13](C(OC(C)(C)C)=O)[CH2:12]2)=[O:10])=[CH:4][CH:3]=1.Cl. (4) The reactants are: [N+:1]([C:4]1[N:5]=[C:6]2[N:11]([CH:12]=1)[CH2:10][CH2:9][C@H:8]([CH2:13][O:14][C:15]1[CH:20]=[CH:19][C:18]([N:21]3[CH2:26][CH2:25][CH:24]([NH:27][C:28]4[CH:33]=[CH:32][C:31]([O:34][CH2:35][C:36]5[CH:41]=[CH:40][C:39]([O:42][C:43]([F:46])([F:45])[F:44])=[CH:38][CH:37]=5)=[CH:30][CH:29]=4)[CH2:23][CH2:22]3)=[CH:17][CH:16]=1)[O:7]2)([O-:3])=[O:2].C=O.[C:49]([BH3-])#N.[Na+].C(=O)([O-])[O-].[K+].[K+]. Given the product [CH3:49][N:27]([CH:24]1[CH2:23][CH2:22][N:21]([C:18]2[CH:17]=[CH:16][C:15]([O:14][CH2:13][C@@H:8]3[O:7][C:6]4=[N:5][C:4]([N+:1]([O-:3])=[O:2])=[CH:12][N:11]4[CH2:10][CH2:9]3)=[CH:20][CH:19]=2)[CH2:26][CH2:25]1)[C:28]1[CH:33]=[CH:32][C:31]([O:34][CH2:35][C:36]2[CH:37]=[CH:38][C:39]([O:42][C:43]([F:46])([F:45])[F:44])=[CH:40][CH:41]=2)=[CH:30][CH:29]=1, predict the reactants needed to synthesize it. (5) Given the product [C:11]1([C:15]2[CH:16]=[CH:17][CH:18]=[CH:19][CH:20]=2)[CH:12]=[CH:13][CH:14]=[C:9]([N:8]2[C:25](=[O:26])[C:24]([CH2:23][CH:22]([CH3:29])[CH3:21])=[N:1][C:2]3[CH:7]=[CH:6][CH:5]=[N:4][C:3]2=3)[CH:10]=1, predict the reactants needed to synthesize it. The reactants are: [NH2:1][C:2]1[C:3]([NH:8][C:9]2[CH:10]=[C:11]([C:15]3[CH:20]=[CH:19][CH:18]=[CH:17][CH:16]=3)[CH:12]=[CH:13][CH:14]=2)=[N:4][CH:5]=[CH:6][CH:7]=1.[CH3:21][CH:22]([CH3:29])[CH2:23][C:24](=O)[C:25](O)=[O:26].C(OCC)(=O)C.C(=O)(O)[O-].[Na+]. (6) Given the product [C:13]([C:15]1[C:20]2[N:21]=[C:22]([C:24]([N:26]([CH3:28])[CH3:27])=[O:25])[O:23][C:19]=2[C:18]([N:9]2[CH2:10][CH2:11][C@H:7]([N:6]([CH3:12])[CH3:5])[CH2:8]2)=[C:17]([C:30]2[N:31]=[C:32]([CH3:35])[S:33][CH:34]=2)[C:16]=1[CH3:36])#[N:14], predict the reactants needed to synthesize it. The reactants are: CS(C)=O.[CH3:5][N:6]([CH3:12])[C@H:7]1[CH2:11][CH2:10][NH:9][CH2:8]1.[C:13]([C:15]1[C:20]2[N:21]=[C:22]([C:24]([N:26]([CH3:28])[CH3:27])=[O:25])[O:23][C:19]=2[C:18](F)=[C:17]([C:30]2[N:31]=[C:32]([CH3:35])[S:33][CH:34]=2)[C:16]=1[CH3:36])#[N:14].C(N(CC)CC)C. (7) Given the product [F:1][C:2]1[CH:3]=[CH:4][C:5]2[O:9][CH:8]([CH2:10][O:11][CH3:15])[CH2:7][C:6]=2[CH:12]=1, predict the reactants needed to synthesize it. The reactants are: [F:1][C:2]1[CH:3]=[CH:4][C:5]2[O:9][CH:8]([CH2:10][OH:11])[CH2:7][C:6]=2[CH:12]=1.[H-].[Na+].[CH3:15]I.